Dataset: HIV replication inhibition screening data with 41,000+ compounds from the AIDS Antiviral Screen. Task: Binary Classification. Given a drug SMILES string, predict its activity (active/inactive) in a high-throughput screening assay against a specified biological target. (1) The compound is O=c1oc2ccccc2n1CCN1CCCCC1. The result is 0 (inactive). (2) The molecule is C=C=C(C)C(c1ccccc1)N(C)C. The result is 0 (inactive). (3) The compound is COC(=O)C(Cc1ccccc1)C(=O)NC(CNC(=O)OCc1ccccc1)C(=O)OCc1ccccc1. The result is 0 (inactive). (4) The result is 0 (inactive). The compound is Cc1cccc(C)c1N1C(=O)C(=O)C(c2nc3ccccc3s2)C(=Nc2cccc3c(O)nnc(O)c23)C1=O.